From a dataset of Reaction yield outcomes from USPTO patents with 853,638 reactions. Predict the reaction yield, written as a fraction of the theoretical maximum amount of product (1.0 means a 100% yield; for example, 0.34 means a 34% yield). (1) The reactants are [C:1]([C:5]1[C:13]2[C:8](=[CH:9][CH:10]=[C:11]([N+:14]([O-])=O)[CH:12]=2)[NH:7][CH:6]=1)([CH3:4])([CH3:3])[CH3:2]. The catalyst is CO.[Ni]. The product is [C:1]([C:5]1[C:13]2[C:8](=[CH:9][CH:10]=[C:11]([NH2:14])[CH:12]=2)[NH:7][CH:6]=1)([CH3:4])([CH3:2])[CH3:3]. The yield is 0.190. (2) The reactants are [CH3:1][O:2][C:3](=[O:25])[C:4]1[CH:9]=[CH:8][C:7]([CH:10](OC(OC2C=CC=CC=2)=S)[C:11]([F:14])([F:13])[F:12])=[CH:6][CH:5]=1.CC(N=NC(C#N)(C)C)(C#N)C.C([SnH](CCCC)CCCC)CCC. The catalyst is C1(C)C=CC=CC=1. The product is [CH3:1][O:2][C:3](=[O:25])[C:4]1[CH:5]=[CH:6][C:7]([CH2:10][C:11]([F:13])([F:12])[F:14])=[CH:8][CH:9]=1. The yield is 0.930. (3) The reactants are [OH:1][CH2:2][C:3]1([C:6]([O:8][CH2:9][CH3:10])=[O:7])[CH2:5][CH2:4]1.ClN1C(=O)N(Cl)C(=O)N(Cl)C1=O.CC1(C)N([O])C(C)(C)CCC1. The catalyst is C(Cl)Cl. The product is [CH:2]([C:3]1([C:6]([O:8][CH2:9][CH3:10])=[O:7])[CH2:5][CH2:4]1)=[O:1]. The yield is 0.760. (4) The reactants are Br[CH2:2][C:3]([C:5]1[CH:10]=[CH:9][C:8]([C:11]([F:14])([F:13])[F:12])=[CH:7][CH:6]=1)=O.[C:15]1([CH2:21][CH2:22][NH:23][C:24]([NH2:26])=[S:25])[CH:20]=[CH:19][CH:18]=[CH:17][CH:16]=1.CN(C)C=O. The catalyst is O. The product is [C:15]1([CH2:21][CH2:22][NH:23][C:24]2[S:25][CH:2]=[C:3]([C:5]3[CH:10]=[CH:9][C:8]([C:11]([F:14])([F:13])[F:12])=[CH:7][CH:6]=3)[N:26]=2)[CH:20]=[CH:19][CH:18]=[CH:17][CH:16]=1. The yield is 0.740. (5) The reactants are [Br:1][C:2]1[CH:3]=[C:4]([CH:11]=[C:12]([O:15][CH3:16])[C:13]=1[OH:14])[CH:5]=[C:6]([C:9]#[N:10])[C:7]#[N:8].Br[C:18]1[CH:19]=[C:20]([CH:23]=[C:24](OC)[C:25]=1[OH:26])C=O.C(#N)[CH2:30][C:31]#[N:32].[CH2:34](O)C. The catalyst is N1CCCCC1. The product is [NH2:8][C:7]1[O:26][C:25]2[C:18]([CH:5]([C:4]3[CH:11]=[C:12]([O:15][CH3:16])[C:13]([OH:14])=[C:2]([Br:1])[CH:3]=3)[C:6]=1[C:9]#[N:10])=[CH:19][CH:20]=[C:23]1[N:32]([CH3:34])[CH:31]=[CH:30][C:24]=21. The yield is 0.770. (6) The reactants are [Br:1][C:2]1[CH:3]=[CH:4][C:5]([F:16])=[C:6]([C:8]2[C:9]([OH:15])=[CH:10][CH:11]=[CH:12][C:13]=2[F:14])[CH:7]=1.[CH3:17][C@@H:18](O)[CH2:19][CH:20]=[CH2:21].C1C=CC(P(C2C=CC=CC=2)C2C=CC=CC=2)=CC=1.CCOC(/N=N/C(OCC)=O)=O. The catalyst is C1COCC1. The product is [Br:1][C:2]1[CH:3]=[CH:4][C:5]([F:16])=[C:6]([C:8]2[C:9]([O:15][C@H:20]([CH2:19][CH:18]=[CH2:17])[CH3:21])=[CH:10][CH:11]=[CH:12][C:13]=2[F:14])[CH:7]=1. The yield is 0.780. (7) The reactants are [Br:1][CH2:2][C:3](Br)=[O:4].[C:6]([O:10][C:11](=[O:25])[NH:12][C:13]([CH3:24])([CH3:23])[CH2:14][NH:15][C:16]1[CH:21]=[CH:20][CH:19]=[CH:18][C:17]=1[Cl:22])([CH3:9])([CH3:8])[CH3:7].C(=O)(O)[O-].[Na+]. The catalyst is CN(C)C(=O)C. The product is [C:6]([O:10][C:11](=[O:25])[NH:12][C:13]([CH3:24])([CH3:23])[CH2:14][N:15]([C:3](=[O:4])[CH2:2][Br:1])[C:16]1[CH:21]=[CH:20][CH:19]=[CH:18][C:17]=1[Cl:22])([CH3:9])([CH3:7])[CH3:8]. The yield is 0.950. (8) The reactants are C([O:3][C:4](=[O:28])[CH2:5][NH:6][C:7]([C:9]1[CH:13]=[C:12]([C:14]2[CH:19]=[CH:18][CH:17]=[C:16]([O:20][CH2:21][C:22]3[CH:27]=[CH:26][CH:25]=[CH:24][CH:23]=3)[CH:15]=2)[NH:11][N:10]=1)=[O:8])C.CO.O.O[Li].O. The catalyst is C1COCC1. The product is [CH2:21]([O:20][C:16]1[CH:15]=[C:14]([C:12]2[NH:11][N:10]=[C:9]([C:7]([NH:6][CH2:5][C:4]([OH:28])=[O:3])=[O:8])[CH:13]=2)[CH:19]=[CH:18][CH:17]=1)[C:22]1[CH:23]=[CH:24][CH:25]=[CH:26][CH:27]=1. The yield is 0.920.